Dataset: Reaction yield outcomes from USPTO patents with 853,638 reactions. Task: Predict the reaction yield, written as a fraction of the theoretical maximum amount of product (1.0 means a 100% yield; for example, 0.34 means a 34% yield). (1) The reactants are [F:1][C:2]1[CH:7]=[CH:6][CH:5]=[C:4]([F:8])[C:3]=1[N:9]1[C:14]2[N:15]=[C:16]([NH:29][CH2:30][CH2:31][N:32]([CH3:34])[CH3:33])[N:17]=[C:18]([C:19]3[CH:20]=[C:21]([CH:25]=[CH:26][C:27]=3[CH3:28])[C:22]([OH:24])=O)[C:13]=2[CH2:12][NH:11][C:10]1=[O:35].[CH3:36][C:37]([CH3:41])([CH3:40])[CH2:38][NH2:39].CN(C(ON1N=NC2C=CC=CC1=2)=[N+](C)C)C.F[P-](F)(F)(F)(F)F.C(N(CC)CC)C. The catalyst is ClCCl.CN(C=O)C. The product is [F:1][C:2]1[CH:7]=[CH:6][CH:5]=[C:4]([F:8])[C:3]=1[N:9]1[C:14]2[N:15]=[C:16]([NH:29][CH2:30][CH2:31][N:32]([CH3:34])[CH3:33])[N:17]=[C:18]([C:19]3[CH:20]=[C:21]([CH:25]=[CH:26][C:27]=3[CH3:28])[C:22]([NH:39][CH2:38][C:37]([CH3:41])([CH3:40])[CH3:36])=[O:24])[C:13]=2[CH2:12][NH:11][C:10]1=[O:35]. The yield is 0.440. (2) The reactants are C[O:2][C:3](=O)[C:4]1[CH:9]=[CH:8][C:7]([NH:10][C:11]([C:13]2[CH:14]=[N:15][N:16]3[CH:21]=[CH:20][CH:19]=[N:18][C:17]=23)=[O:12])=[C:6]([O:22][CH3:23])[CH:5]=1.[OH-].[NH4+:26].N. The catalyst is C(#N)C.CS(C)=O. The product is [C:3]([C:4]1[CH:9]=[CH:8][C:7]([NH:10][C:11]([C:13]2[CH:14]=[N:15][N:16]3[CH:21]=[CH:20][CH:19]=[N:18][C:17]=23)=[O:12])=[C:6]([O:22][CH3:23])[CH:5]=1)(=[O:2])[NH2:26]. The yield is 0.350. (3) The reactants are [NH2:1][CH:2]1[CH2:7][CH2:6][CH2:5][CH:4]([C:8]([OH:10])=[O:9])[CH2:3]1.[OH-].[Na+].[C:13](O[C:13]([O:15][C:16]([CH3:19])([CH3:18])[CH3:17])=[O:14])([O:15][C:16]([CH3:19])([CH3:18])[CH3:17])=[O:14]. The catalyst is O1CCOCC1.O. The product is [C:16]([O:15][C:13]([NH:1][CH:2]1[CH2:7][CH2:6][CH2:5][CH:4]([C:8]([OH:10])=[O:9])[CH2:3]1)=[O:14])([CH3:19])([CH3:18])[CH3:17]. The yield is 0.760. (4) No catalyst specified. The yield is 1.00. The product is [ClH:1].[Cl:1][C:2]1[CH:3]=[C:4]2[C:8](=[CH:9][CH:10]=1)[N:7]([CH3:11])[C:6]([C:12]1[CH:17]=[CH:16][C:15]([Cl:18])=[CH:14][CH:13]=1)=[C:5]2[CH2:19][CH2:20][C:21](=[NH:22])[O:26][CH2:24][CH3:25]. The reactants are [Cl:1][C:2]1[CH:3]=[C:4]2[C:8](=[CH:9][CH:10]=1)[N:7]([CH3:11])[C:6]([C:12]1[CH:17]=[CH:16][C:15]([Cl:18])=[CH:14][CH:13]=1)=[C:5]2[CH2:19][CH2:20][C:21]#[N:22].Cl.[CH2:24]([OH:26])[CH3:25]. (5) The reactants are [N+:1]([C:4]1[CH:9]=[CH:8][C:7]([N:10]2[CH2:15][CH2:14][N:13]([C:16]([O:18]C3C=CC([N+]([O-])=O)=CC=3)=O)[CH2:12][CH2:11]2)=[CH:6][CH:5]=1)([O-:3])=[O:2].[NH:28]1[CH2:33][CH2:32][CH2:31][CH2:30][CH2:29]1. No catalyst specified. The product is [N+:1]([C:4]1[CH:5]=[CH:6][C:7]([N:10]2[CH2:11][CH2:12][N:13]([C:16]([N:28]3[CH2:33][CH2:32][CH2:31][CH2:30][CH2:29]3)=[O:18])[CH2:14][CH2:15]2)=[CH:8][CH:9]=1)([O-:3])=[O:2]. The yield is 0.844. (6) The reactants are [Cl:1][C:2]1[C:3]([O:12][C:13]2[CH:18]=[C:17]([O:19][CH2:20][CH2:21][O:22][CH3:23])[CH:16]=[CH:15][C:14]=2/[CH:24]=[C:25](\[CH3:29])/[C:26](O)=[O:27])=[N:4][CH:5]=[C:6]([C:8]([F:11])([F:10])[F:9])[CH:7]=1.C(N=C=NCCCN(C)C)C.[CH2:41]([S:46]([NH2:49])(=[O:48])=[O:47])[CH2:42][CH2:43][CH2:44][CH3:45].Cl. The catalyst is ClCCl.CN(C)C1C=CN=CC=1.C(OCC)(=O)C. The product is [Cl:1][C:2]1[C:3]([O:12][C:13]2[CH:18]=[C:17]([O:19][CH2:20][CH2:21][O:22][CH3:23])[CH:16]=[CH:15][C:14]=2/[CH:24]=[C:25](\[CH3:29])/[C:26]([NH:49][S:46]([CH2:41][CH2:42][CH2:43][CH2:44][CH3:45])(=[O:48])=[O:47])=[O:27])=[N:4][CH:5]=[C:6]([C:8]([F:10])([F:11])[F:9])[CH:7]=1. The yield is 0.550. (7) The product is [CH2:1]([N:4]([CH2:15][CH:16]=[N:19][OH:20])[C:5](=[O:14])[O:6][CH2:7][C:8]1[CH:13]=[CH:12][CH:11]=[CH:10][CH:9]=1)[CH:2]=[CH2:3]. The catalyst is C(#N)C.O. The yield is 0.900. The reactants are [CH2:1]([N:4]([CH2:15][CH:16]=O)[C:5](=[O:14])[O:6][CH2:7][C:8]1[CH:13]=[CH:12][CH:11]=[CH:10][CH:9]=1)[CH:2]=[CH2:3].Cl.[NH2:19][OH:20].O.O.O.C([O-])(=O)C.[Na+].